Dataset: Reaction yield outcomes from USPTO patents with 853,638 reactions. Task: Predict the reaction yield, written as a fraction of the theoretical maximum amount of product (1.0 means a 100% yield; for example, 0.34 means a 34% yield). (1) The reactants are [N+:1]([O-:4])(O)=[O:2].[Cl:5][C:6]([Cl:15])([Cl:14])[C:7]([C:9]1[NH:10][CH:11]=[CH:12][CH:13]=1)=[O:8]. The catalyst is C(OC(=O)C)(=O)C. The product is [Cl:15][C:6]([Cl:5])([Cl:14])[C:7]([C:9]1[NH:10][CH:11]=[C:12]([N+:1]([O-:4])=[O:2])[CH:13]=1)=[O:8]. The yield is 0.550. (2) The reactants are [CH2:1]([O:3][C:4]([C:6]1[CH:7]=[N:8][C:9]2[C:14]([C:15]=1Cl)=[CH:13][C:12]([I:17])=[CH:11][CH:10]=2)=[O:5])C.[CH3:18][O-:19].[Na+]. The catalyst is CO. The product is [CH3:1][O:3][C:4]([C:6]1[CH:7]=[N:8][C:9]2[C:14]([C:15]=1[O:19][CH3:18])=[CH:13][C:12]([I:17])=[CH:11][CH:10]=2)=[O:5]. The yield is 0.920. (3) The reactants are [OH:1][C:2]1[CH:3]=[CH:4][C:5]2[O:19][CH2:18][C:8]3([C:16]4[C:11](=[CH:12][CH:13]=[CH:14][CH:15]=4)[NH:10][C:9]3=[O:17])[C:6]=2[CH:7]=1.[F:20][C:21]([F:34])([F:33])[S:22](O[S:22]([C:21]([F:34])([F:33])[F:20])(=[O:24])=[O:23])(=[O:24])=[O:23].C(N(CC)CC)C. The catalyst is ClCCl. The product is [F:20][C:21]([F:34])([F:33])[S:22]([O:1][C:2]1[CH:3]=[CH:4][C:5]2[O:19][CH2:18][C:8]3([C:16]4[C:11](=[CH:12][CH:13]=[CH:14][CH:15]=4)[NH:10][C:9]3=[O:17])[C:6]=2[CH:7]=1)(=[O:24])=[O:23]. The yield is 0.250. (4) The reactants are CN1C=C[C:4]([NH:7][C:8](=[O:32])[C@@H:9]([N:14]2[CH2:18][C:17]([O:19][C:20]3[CH:25]=[CH:24][CH:23]=[C:22]([C:26]([OH:29])([CH3:28])[CH3:27])[C:21]=3[F:30])=[CH:16][C:15]2=[O:31])[CH2:10][CH:11]([CH3:13])[CH3:12])=[N:3]1.N[C:34]1[CH:39]=NC=[CH:36][N:35]=1.C(N1C=CN=C1)(N1C=CN=C1)=O. The catalyst is CN(C)C=O. The product is [N:3]1[CH:39]=[CH:34][N:35]=[CH:36][C:4]=1[NH:7][C:8](=[O:32])[C@@H:9]([N:14]1[CH2:18][C:17]([O:19][C:20]2[CH:25]=[CH:24][CH:23]=[C:22]([C:26]([OH:29])([CH3:28])[CH3:27])[C:21]=2[F:30])=[CH:16][C:15]1=[O:31])[CH2:10][CH:11]([CH3:13])[CH3:12]. The yield is 0.530. (5) The reactants are COC1C=C(OC)C=CC=1C[N:6]1[CH:15]=[CH:14][C:13]2[C:8](=[CH:9][CH:10]=[C:11]([N+:16]([O-:18])=[O:17])[CH:12]=2)[C:7]1=[NH:19].C(O)(C(F)(F)F)=O.C([O-])(O)=O.[Na+]. The catalyst is C1(OC)C=CC=CC=1.O. The product is [N+:16]([C:11]1[CH:12]=[C:13]2[C:8](=[CH:9][CH:10]=1)[C:7]([NH2:19])=[N:6][CH:15]=[CH:14]2)([O-:18])=[O:17]. The yield is 0.910. (6) The reactants are [F:1][C:2]1[CH:7]=[CH:6][C:5]([C:8]2[N:12]=[N:11][N:10]([CH3:13])[C:9]=2[C:14]2[N:15]=[CH:16][N:17]([C:19]3[CH:27]=[CH:26][C:22]([C:23]([OH:25])=O)=[CH:21][CH:20]=3)[CH:18]=2)=[CH:4][CH:3]=1.C([O-])(=O)C([O-])=O.[CH2:34]1[C:37]2([CH2:40][NH2+:39][CH2:38]2)[CH2:36][O:35]1.[CH2:34]1[C:37]2([CH2:40][NH2+:39][CH2:38]2)[CH2:36][O:35]1. The catalyst is C(OCC)(=O)C. The product is [F:1][C:2]1[CH:7]=[CH:6][C:5]([C:8]2[N:12]=[N:11][N:10]([CH3:13])[C:9]=2[C:14]2[N:15]=[CH:16][N:17]([C:19]3[CH:20]=[CH:21][C:22]([C:23]([N:39]4[CH2:40][C:37]5([CH2:34][O:35][CH2:36]5)[CH2:38]4)=[O:25])=[CH:26][CH:27]=3)[CH:18]=2)=[CH:4][CH:3]=1. The yield is 0.580. (7) The yield is 0.560. The catalyst is N1C=CC=CC=1. The reactants are [CH3:1][O:2][C:3]1[CH:4]=[CH:5][C:6]([S:10][CH2:11][C:12]2[CH:17]=[CH:16][CH:15]=[C:14]([N+:18]([O-:20])=[O:19])[CH:13]=2)=[C:7]([CH:9]=1)[NH2:8].[O:21]1[C:25]2[CH:26]=[CH:27][CH:28]=[CH:29][C:24]=2[CH:23]=[C:22]1[S:30](Cl)(=[O:32])=[O:31]. The product is [CH3:1][O:2][C:3]1[CH:4]=[CH:5][C:6]([S:10][CH2:11][C:12]2[CH:17]=[CH:16][CH:15]=[C:14]([N+:18]([O-:20])=[O:19])[CH:13]=2)=[C:7]([NH:8][S:30]([C:22]2[O:21][C:25]3[CH:26]=[CH:27][CH:28]=[CH:29][C:24]=3[CH:23]=2)(=[O:31])=[O:32])[CH:9]=1.